The task is: Predict the product of the given reaction.. This data is from Forward reaction prediction with 1.9M reactions from USPTO patents (1976-2016). (1) Given the reactants F[C:2]1[N:7]=[CH:6][C:5]([CH:8]2[CH2:12][N:11]([CH3:13])[C:10](=[O:14])[CH2:9]2)=[CH:4][CH:3]=1.[OH-].[NH4+:16], predict the reaction product. The product is: [NH2:16][C:2]1[N:7]=[CH:6][C:5]([CH:8]2[CH2:12][N:11]([CH3:13])[C:10](=[O:14])[CH2:9]2)=[CH:4][CH:3]=1. (2) Given the reactants C([O:3][C:4]([C:6]1[N:7]=[C:8]([CH2:11][O:12][C:13]2[CH:18]=[CH:17][C:16](I)=[CH:15][CH:14]=2)[S:9][CH:10]=1)=[O:5])C.[OH:20][CH2:21][C:22]1[CH:23]=[C:24](B(O)O)[CH:25]=[CH:26][CH:27]=1, predict the reaction product. The product is: [OH:20][CH2:21][C:22]1[CH:27]=[C:26]([C:16]2[CH:15]=[CH:14][C:13]([O:12][CH2:11][C:8]3[S:9][CH:10]=[C:6]([C:4]([OH:3])=[O:5])[N:7]=3)=[CH:18][CH:17]=2)[CH:25]=[CH:24][CH:23]=1. (3) Given the reactants BrCC1C=C(C2C=CC=C(OC3COC3)C=2)C(OC(F)F)=NC=1.Cl[CH2:25][C:26]1[CH:27]=[C:28]([C:34]2[CH:39]=[CH:38][CH:37]=[C:36]([Cl:40])[CH:35]=2)[C:29]([O:32][CH3:33])=[N:30][CH:31]=1.CC1(C)C(C)(C)OB([C:49]2[CH:50]=[N:51][C:52]([CH2:55][C:56]#[N:57])=[N:53][CH:54]=2)O1, predict the reaction product. The product is: [Cl:40][C:36]1[CH:35]=[C:34]([C:28]2[CH:27]=[C:26]([CH2:25][C:49]3[CH:50]=[N:51][C:52]([CH2:55][C:56]#[N:57])=[N:53][CH:54]=3)[CH:31]=[N:30][C:29]=2[O:32][CH3:33])[CH:39]=[CH:38][CH:37]=1. (4) Given the reactants [Li+].[BH4-].C([O:7][C:8](=O)[CH2:9][C:10]1[N:19]=[C:18]2[C:13]([CH2:14][CH2:15][CH2:16][N:17]2[C:20]([O:22][C:23]([CH3:26])([CH3:25])[CH3:24])=[O:21])=[C:12]([CH3:27])[CH:11]=1)(C)(C)C, predict the reaction product. The product is: [OH:7][CH2:8][CH2:9][C:10]1[N:19]=[C:18]2[C:13]([CH2:14][CH2:15][CH2:16][N:17]2[C:20]([O:22][C:23]([CH3:25])([CH3:24])[CH3:26])=[O:21])=[C:12]([CH3:27])[CH:11]=1. (5) The product is: [Cl:1][C:2]1[CH:18]=[CH:17][C:5]2[CH2:6][CH2:7][N:8]([C:11](=[O:16])[C:12]([F:14])([F:13])[F:15])[CH2:9][CH2:10][C:4]=2[C:3]=1[C:19]1[NH:27][N:28]=[N:29][C:20]=1[C:21]1[CH:22]=[CH:23][CH:24]=[CH:25][CH:26]=1. Given the reactants [Cl:1][C:2]1[CH:18]=[CH:17][C:5]2[CH2:6][CH2:7][N:8]([C:11](=[O:16])[C:12]([F:15])([F:14])[F:13])[CH2:9][CH2:10][C:4]=2[C:3]=1[C:19]#[C:20][C:21]1[CH:26]=[CH:25][CH:24]=[CH:23][CH:22]=1.[N-:27]=[N+:28]=[N-:29].[Na+], predict the reaction product. (6) Given the reactants [O:1]1[C:5]([CH2:6][C:7]([OH:9])=O)=[CH:4][N:3]=[CH:2]1.[CH2:10]([C@@H:17]1[NH:22][CH2:21][CH2:20][N:19]([C:23]2[CH:31]=[C:30]3[C:26]([C:27]([CH2:35][CH3:36])=[N:28][N:29]3[CH:32]([CH3:34])[CH3:33])=[CH:25][CH:24]=2)[CH2:18]1)[C:11]1[CH:16]=[CH:15][CH:14]=[CH:13][CH:12]=1, predict the reaction product. The product is: [CH2:10]([C@H:17]1[CH2:18][N:19]([C:23]2[CH:31]=[C:30]3[C:26]([C:27]([CH2:35][CH3:36])=[N:28][N:29]3[CH:32]([CH3:33])[CH3:34])=[CH:25][CH:24]=2)[CH2:20][CH2:21][N:22]1[C:7](=[O:9])[CH2:6][C:5]1[O:1][CH:2]=[N:3][CH:4]=1)[C:11]1[CH:12]=[CH:13][CH:14]=[CH:15][CH:16]=1. (7) Given the reactants P([O-])([O-])([O-])=O.[K+].[K+].[K+].C1C2C(=O)C(=O)C3N=C(C(O)=O)C=C(C(O)=O)C=3C=2NC=1C(O)=O.[Cl-].[Cl-].[Ca+2].[CH2:36]([OH:47])[C@H:37]([OH:46])[C@@H:38]([OH:45])[C@H:39]([OH:44])[C:40]([CH:42]=[O:43])=[O:41], predict the reaction product. The product is: [OH:44][C:39]1[C@@H:38]([C@@H:37]([OH:46])[CH2:36][OH:47])[O:45][C:42](=[O:43])[C:40]=1[OH:41].